From a dataset of Reaction yield outcomes from USPTO patents with 853,638 reactions. Predict the reaction yield, written as a fraction of the theoretical maximum amount of product (1.0 means a 100% yield; for example, 0.34 means a 34% yield). The reactants are [CH2:1]([O:3][C:4](=[O:24])[CH2:5][CH2:6][C:7]1[CH:12]=[CH:11][C:10]([O:13][C:14]2[CH:19]=[C:18]([O:20]C)[CH:17]=[CH:16][C:15]=2[CH3:22])=[CH:9][C:8]=1[CH3:23])[CH3:2].B(Br)(Br)Br. The catalyst is C(Cl)Cl. The product is [CH2:1]([O:3][C:4](=[O:24])[CH2:5][CH2:6][C:7]1[CH:12]=[CH:11][C:10]([O:13][C:14]2[CH:19]=[C:18]([OH:20])[CH:17]=[CH:16][C:15]=2[CH3:22])=[CH:9][C:8]=1[CH3:23])[CH3:2]. The yield is 0.500.